From a dataset of Full USPTO retrosynthesis dataset with 1.9M reactions from patents (1976-2016). Predict the reactants needed to synthesize the given product. Given the product [F:24][C:18]1[CH:19]=[C:20]([I:23])[CH:21]=[CH:22][C:17]=1[NH:16][C:7]1[C:6]([C:4]([NH2:25])=[O:3])=[CH:11][N:10]2[C:12]([CH3:15])=[N:13][N:14]=[C:9]2[CH:8]=1, predict the reactants needed to synthesize it. The reactants are: C([O:3][C:4]([C:6]1[C:7]([NH:16][C:17]2[CH:22]=[CH:21][C:20]([I:23])=[CH:19][C:18]=2[F:24])=[CH:8][C:9]2[N:10]([C:12]([CH3:15])=[N:13][N:14]=2)[CH:11]=1)=O)C.[NH3:25].